From a dataset of Full USPTO retrosynthesis dataset with 1.9M reactions from patents (1976-2016). Predict the reactants needed to synthesize the given product. (1) Given the product [CH2:1]([O:8][C:9]1[CH:14]=[CH:13][C:12]([N:15]([CH3:57])[C:16]([C:18]2[CH:19]=[C:20]([C:25]3[CH:26]=[C:27]4[C:32](=[CH:33][C:34]=3[C:35]([N:37]3[C@H:46]([CH2:47][N:48]5[CH2:53][CH2:52][O:51][CH2:50][CH2:49]5)[CH2:45][C:44]5[C:39](=[CH:40][CH:41]=[CH:42][CH:43]=5)[CH2:38]3)=[O:36])[CH2:31][N:30]([C:54]([O:72][C:67]3[CH:68]=[CH:69][C:70]([Cl:71])=[C:65]([Cl:64])[CH:66]=3)=[O:55])[CH2:29][CH2:28]4)[N:21]([CH3:24])[C:22]=2[CH3:23])=[O:17])=[CH:11][CH:10]=1)[C:2]1[CH:7]=[CH:6][CH:5]=[CH:4][CH:3]=1, predict the reactants needed to synthesize it. The reactants are: [CH2:1]([O:8][C:9]1[CH:14]=[CH:13][C:12]([N:15]([CH3:57])[C:16]([C:18]2[CH:19]=[C:20]([C:25]3[CH:26]=[C:27]4[C:32](=[CH:33][C:34]=3[C:35]([N:37]3[C@H:46]([CH2:47][N:48]5[CH2:53][CH2:52][O:51][CH2:50][CH2:49]5)[CH2:45][C:44]5[C:39](=[CH:40][CH:41]=[CH:42][CH:43]=5)[CH2:38]3)=[O:36])[CH2:31][N:30]([C:54](Cl)=[O:55])[CH2:29][CH2:28]4)[N:21]([CH3:24])[C:22]=2[CH3:23])=[O:17])=[CH:11][CH:10]=1)[C:2]1[CH:7]=[CH:6][CH:5]=[CH:4][CH:3]=1.C(=O)([O-])[O-].[K+].[K+].[Cl:64][C:65]1[CH:66]=[C:67]([OH:72])[CH:68]=[CH:69][C:70]=1[Cl:71]. (2) Given the product [C:1]([O:5][C:6]([N:8]1[CH2:12][C@H:11]([C:13]2[CH:14]=[CH:15][CH:16]=[CH:17][CH:18]=2)[CH2:10][C@H:9]1[C:19](=[O:20])[NH:55][C:56]1[S:57][CH:58]=[C:59]([C:61]2[CH:62]=[CH:63][C:64]([C:65](=[O:66])[NH:67][CH:68]3[CH2:69][CH2:70]3)=[CH:71][CH:72]=2)[N:60]=1)=[O:7])([CH3:4])([CH3:3])[CH3:2], predict the reactants needed to synthesize it. The reactants are: [C:1]([O:5][C:6]([N:8]1[CH2:12][C@H:11]([C:13]2[CH:18]=[CH:17][CH:16]=[CH:15][CH:14]=2)[CH2:10][C@H:9]1[C:19](O)=[O:20])=[O:7])([CH3:4])([CH3:3])[CH3:2].CCN(C(C)C)C(C)C.CN(C(ON1N=NC2C=CC=NC1=2)=[N+](C)C)C.F[P-](F)(F)(F)(F)F.[NH2:55][C:56]1[S:57][CH:58]=[C:59]([C:61]2[CH:72]=[CH:71][C:64]([C:65]([NH:67][CH:68]3[CH2:70][CH2:69]3)=[O:66])=[CH:63][CH:62]=2)[N:60]=1. (3) Given the product [CH2:1]([O:8][C:9]1[CH:16]=[CH:15][C:12]([CH2:13][NH:19][CH2:20][CH2:21][NH:22][C:23](=[O:29])[O:24][C:25]([CH3:27])([CH3:26])[CH3:28])=[CH:11][C:10]=1[O:17][CH3:18])[C:2]1[CH:7]=[CH:6][CH:5]=[CH:4][CH:3]=1, predict the reactants needed to synthesize it. The reactants are: [CH2:1]([O:8][C:9]1[CH:16]=[CH:15][C:12]([CH:13]=O)=[CH:11][C:10]=1[O:17][CH3:18])[C:2]1[CH:7]=[CH:6][CH:5]=[CH:4][CH:3]=1.[NH2:19][CH2:20][CH2:21][NH:22][C:23](=[O:29])[O:24][C:25]([CH3:28])([CH3:27])[CH3:26].C(O[BH-](OC(=O)C)OC(=O)C)(=O)C.[Na+]. (4) The reactants are: [CH3:1][O:2][C:3](=[O:34])[CH:4]([C:9]1[CH:10]=[C:11]([C:23]2[CH:28]=[C:27]([C:29]([F:32])([F:31])[F:30])[CH:26]=[C:25]([F:33])[CH:24]=2)[CH:12]=[C:13](OS(C(F)(F)F)(=O)=O)[CH:14]=1)[CH2:5][CH:6]([CH3:8])[CH3:7].[F:35][C:36]([F:49])([F:48])[C:37]1[CH:38]=[C:39]([CH:41]=[C:42]([C:44]([F:47])([F:46])[F:45])[CH:43]=1)[NH2:40].CC(C)([O-])C.[Na+].C(P(C1C=CC2C(=CC=CC=2)C=1C1C2C(=CC=CC=2)C=CC=1)C(C)(C)C)(C)(C)C. Given the product [CH3:1][O:2][C:3](=[O:34])[CH:4]([C:9]1[CH:10]=[C:11]([C:23]2[CH:24]=[C:25]([F:33])[CH:26]=[C:27]([C:29]([F:31])([F:30])[F:32])[CH:28]=2)[CH:12]=[C:13]([NH:40][C:39]2[CH:41]=[C:42]([C:44]([F:45])([F:46])[F:47])[CH:43]=[C:37]([C:36]([F:35])([F:48])[F:49])[CH:38]=2)[CH:14]=1)[CH2:5][CH:6]([CH3:8])[CH3:7], predict the reactants needed to synthesize it. (5) Given the product [CH:1]1([N:4]2[C:5]3[CH:10]=[C:9]([F:11])[CH:8]=[CH:7][C:6]=3[N:12]=[C:23]2[C:21]2[CH:20]=[N:19][CH:18]=[C:17]3[C:22]=2[N:13]=[CH:14][CH:15]=[CH:16]3)[CH2:3][CH2:2]1, predict the reactants needed to synthesize it. The reactants are: [CH:1]1([NH:4][C:5]2[C:6]([NH2:12])=[CH:7][CH:8]=[C:9]([F:11])[CH:10]=2)[CH2:3][CH2:2]1.[N:13]1[C:22]2[C:17](=[CH:18][N:19]=[CH:20][C:21]=2[CH:23]=O)[CH:16]=[CH:15][CH:14]=1.OOS([O-])=O.[K+].C(=O)([O-])[O-].[K+].[K+]. (6) Given the product [C:1]([O:5][C:6]([NH:8][C:9]1[CH:14]=[C:13]([C:15]2[C:16]([C:18]3[CH:23]=[CH:22][C:21]([F:24])=[C:20]([F:25])[CH:19]=3)=[N:37][NH:27][CH:26]=2)[CH:12]=[CH:11][N:10]=1)=[O:7])([CH3:4])([CH3:3])[CH3:2], predict the reactants needed to synthesize it. The reactants are: [C:1]([O:5][C:6]([NH:8][C:9]1[CH:14]=[C:13]([C:15](=[CH:26][N:27](C)C)[C:16]([C:18]2[CH:23]=[CH:22][C:21]([F:24])=[C:20]([F:25])[CH:19]=2)=O)[CH:12]=[CH:11][N:10]=1)=[O:7])([CH3:4])([CH3:3])[CH3:2].C(OC([NH:37]C1C=C(C(=CN(C)C)C(C2C=CC(F)=CC=2)=O)C=CN=1)=O)(C)(C)C. (7) Given the product [CH:30]1([C:34]([N:21]([CH2:20][C:17]2[CH:16]=[CH:15][C:14]([C:13]([NH:12][C:10]3[S:11][C:7]4[C:6]([N:24]5[CH2:25][CH2:26][O:27][CH2:28][CH2:29]5)=[CH:5][CH:4]=[C:3]([O:2][CH3:1])[C:8]=4[N:9]=3)=[O:23])=[CH:19][CH:18]=2)[CH3:22])=[O:35])[CH2:33][CH2:32][CH2:31]1, predict the reactants needed to synthesize it. The reactants are: [CH3:1][O:2][C:3]1[C:8]2[N:9]=[C:10]([NH:12][C:13](=[O:23])[C:14]3[CH:19]=[CH:18][C:17]([CH2:20][NH:21][CH3:22])=[CH:16][CH:15]=3)[S:11][C:7]=2[C:6]([N:24]2[CH2:29][CH2:28][O:27][CH2:26][CH2:25]2)=[CH:5][CH:4]=1.[CH:30]1([C:34](Cl)=[O:35])[CH2:33][CH2:32][CH2:31]1. (8) Given the product [CH3:16][O:14][C:13](=[O:15])[CH2:12][CH:11]1[CH2:10][C:9]2[C:4](=[CH:5][CH:6]=[CH:7][CH:8]=2)[NH:3][C:2]1=[O:1], predict the reactants needed to synthesize it. The reactants are: [O:1]=[C:2]1[CH:11]([CH2:12][C:13]([OH:15])=[O:14])[CH2:10][C:9]2[C:4](=[CH:5][CH:6]=[CH:7][CH:8]=2)[NH:3]1.[CH3:16]CN=C=NCCCN(C)C.CCN(C(C)C)C(C)C.C(Cl)Cl. (9) Given the product [CH2:1]([C:5]1[CH:6]=[CH:7][C:8]([C:11]#[C:12][C:13]2[CH:14]=[CH:15][C:16]([CH2:17][N:18]([CH2:32][CH:33]([CH3:35])[CH3:34])[C:19]3[CH:20]=[CH:21][C:22]([F:29])=[C:23]([CH:28]=3)[C:24]([O:26][CH3:27])=[O:25])=[CH:30][CH:31]=2)=[CH:9][CH:10]=1)[CH2:2][CH2:3][CH3:4], predict the reactants needed to synthesize it. The reactants are: [CH2:1]([C:5]1[CH:10]=[CH:9][C:8]([C:11]#[C:12][C:13]2[CH:31]=[CH:30][C:16]([CH2:17][NH:18][C:19]3[CH:20]=[CH:21][C:22]([F:29])=[C:23]([CH:28]=3)[C:24]([O:26][CH3:27])=[O:25])=[CH:15][CH:14]=2)=[CH:7][CH:6]=1)[CH2:2][CH2:3][CH3:4].[CH:32](=O)[CH:33]([CH3:35])[CH3:34].C(O[BH-](OC(=O)C)OC(=O)C)(=O)C.C([O-])(O)=O.[Na+].